From a dataset of Full USPTO retrosynthesis dataset with 1.9M reactions from patents (1976-2016). Predict the reactants needed to synthesize the given product. (1) Given the product [CH3:1][N:2]1[C:10]2[CH:9]3[CH2:8][CH:7]([C:11]3([CH3:13])[CH3:12])[CH2:6][C:5]=2[C:4]([CH:14]=[O:15])=[N:3]1, predict the reactants needed to synthesize it. The reactants are: [CH3:1][N:2]1[C:10]2[CH:9]3[C:11]([CH3:13])([CH3:12])[CH:7]([CH2:8]3)[CH2:6][C:5]=2[C:4]([CH2:14][OH:15])=[N:3]1. (2) Given the product [CH2:15]([N:8]1[CH2:9][CH2:10][CH2:11][CH2:12][CH:7]1[CH2:6][C:5]1[CH:13]=[CH:14][C:2]([Br:1])=[CH:3][CH:4]=1)[C:16]1[CH:21]=[CH:20][CH:19]=[CH:18][CH:17]=1, predict the reactants needed to synthesize it. The reactants are: [Br:1][C:2]1[CH:14]=[CH:13][C:5]([CH2:6][CH:7]2[CH2:12][CH2:11][CH2:10][CH2:9][NH:8]2)=[CH:4][CH:3]=1.[CH:15](=O)[C:16]1[CH:21]=[CH:20][CH:19]=[CH:18][CH:17]=1.C([BH3-])#N.[Na+].C(=O)(O)[O-].[Na+]. (3) Given the product [F:22][C:3]1[CH:4]=[C:5]([C:19]([NH2:21])=[O:20])[C:6]2[NH:7][C:8]3[C:13]([C:14]=2[C:2]=1[C:37]1[CH:38]=[CH:39][CH:40]=[C:35]([N:30]2[C:29](=[O:51])[C:28]4[C:33](=[C:24]([F:23])[CH:25]=[CH:26][CH:27]=4)[NH:32][C:31]2=[O:34])[C:36]=1[CH3:50])=[CH:12][CH:11]=[C:10]([C:15]([OH:18])([CH3:17])[CH3:16])[CH:9]=3, predict the reactants needed to synthesize it. The reactants are: Br[C:2]1[C:14]2[C:13]3[C:8](=[CH:9][C:10]([C:15]([OH:18])([CH3:17])[CH3:16])=[CH:11][CH:12]=3)[NH:7][C:6]=2[C:5]([C:19]([NH2:21])=[O:20])=[CH:4][C:3]=1[F:22].[F:23][C:24]1[CH:25]=[CH:26][CH:27]=[C:28]2[C:33]=1[NH:32][C:31](=[O:34])[N:30]([C:35]1[CH:40]=[CH:39][CH:38]=[C:37](B3OC(C)(C)C(C)(C)O3)[C:36]=1[CH3:50])[C:29]2=[O:51].C([O-])([O-])=O.[Cs+].[Cs+]. (4) Given the product [CH3:1][O:2][C:3]1[CH:8]=[C:7]([O:9][C:10]2[CH:15]=[CH:14][C:13]3[N:16]=[C:17]([CH2:18][O:19][C:20]4[CH:21]=[C:22]([CH:27]=[CH:28][CH:29]=4)[C:23]([O:25][CH3:26])=[O:24])[N:31]([CH3:32])[C:12]=3[CH:11]=2)[CH:6]=[C:5]([CH3:33])[N:4]=1, predict the reactants needed to synthesize it. The reactants are: [CH3:1][O:2][C:3]1[CH:8]=[C:7]([O:9][C:10]2[CH:15]=[CH:14][C:13]([NH:16][C:17](=O)[CH2:18][O:19][C:20]3[CH:21]=[C:22]([CH:27]=[CH:28][CH:29]=3)[C:23]([O:25][CH3:26])=[O:24])=[C:12]([NH:31][CH3:32])[CH:11]=2)[CH:6]=[C:5]([CH3:33])[N:4]=1. (5) The reactants are: [Cl:1][C:2]1[CH:3]=[C:4]([CH:18]=[CH:19][CH:20]=1)[C:5]([NH:7][CH2:8][C:9]1[CH:14]=[CH:13][C:12]([C:15]#[N:16])=[CH:11][C:10]=1[OH:17])=[O:6].Cl[CH2:22][C:23]([NH:25][CH2:26][CH2:27][N:28]1[CH2:33][CH2:32][O:31][CH2:30][CH2:29]1)=[O:24]. Given the product [Cl:1][C:2]1[CH:3]=[C:4]([CH:18]=[CH:19][CH:20]=1)[C:5]([NH:7][CH2:8][C:9]1[CH:14]=[CH:13][C:12]([C:15]#[N:16])=[CH:11][C:10]=1[O:17][CH2:22][C:23](=[O:24])[NH:25][CH2:26][CH2:27][N:28]1[CH2:29][CH2:30][O:31][CH2:32][CH2:33]1)=[O:6], predict the reactants needed to synthesize it. (6) The reactants are: [C:1]([O:5][C:6](=[O:41])[CH2:7][CH2:8][CH2:9][CH2:10][CH2:11][CH2:12][CH2:13][CH2:14][CH2:15][CH2:16][CH2:17][CH2:18][CH2:19][CH2:20][CH2:21][CH2:22][NH:23][C:24](=[O:40])[CH2:25][CH2:26][N:27]([C:33]([O:35][C:36]([CH3:39])([CH3:38])[CH3:37])=[O:34])[CH2:28][CH2:29][C:30]([OH:32])=[O:31])([CH3:4])([CH3:3])[CH3:2].CCN(C(C)C)C(C)C.[B-](F)(F)(F)F.CN(C(O[N:64]1[C:69](=[O:70])[CH2:68][CH2:67][C:65]1=[O:66])=[N+](C)C)C. Given the product [C:1]([O:5][C:6](=[O:41])[CH2:7][CH2:8][CH2:9][CH2:10][CH2:11][CH2:12][CH2:13][CH2:14][CH2:15][CH2:16][CH2:17][CH2:18][CH2:19][CH2:20][CH2:21][CH2:22][NH:23][C:24](=[O:40])[CH2:25][CH2:26][N:27]([C:33]([O:35][C:36]([CH3:39])([CH3:38])[CH3:37])=[O:34])[CH2:28][CH2:29][C:30]([O:32][N:64]1[C:69](=[O:70])[CH2:68][CH2:67][C:65]1=[O:66])=[O:31])([CH3:4])([CH3:2])[CH3:3], predict the reactants needed to synthesize it. (7) Given the product [CH3:36][N:3]1[CH2:7][CH2:6][C@H:5]([NH:8][C:9]([C:11]2[CH:31]=[CH:30][C:14]3[N:15]([CH3:29])[C:16]([NH:18][C:19]4[S:20][C:21]5[CH:27]=[C:26]([Cl:28])[CH:25]=[CH:24][C:22]=5[N:23]=4)=[N:17][C:13]=3[CH:12]=2)=[O:10])[CH2:4]1, predict the reactants needed to synthesize it. The reactants are: Cl.Cl.[NH:3]1[CH2:7][CH2:6][C@H:5]([NH:8][C:9]([C:11]2[CH:31]=[CH:30][C:14]3[N:15]([CH3:29])[C:16]([NH:18][C:19]4[S:20][C:21]5[CH:27]=[C:26]([Cl:28])[CH:25]=[CH:24][C:22]=5[N:23]=4)=[N:17][C:13]=3[CH:12]=2)=[O:10])[CH2:4]1.C=O.[BH-](OC(C)=O)(OC(C)=O)O[C:36](C)=O.[Na+].